Dataset: Full USPTO retrosynthesis dataset with 1.9M reactions from patents (1976-2016). Task: Predict the reactants needed to synthesize the given product. (1) Given the product [NH2:1][C:2]1[CH:12]=[C:11]([CH:13]=[O:16])[C:10]([O:17][C:18]([F:19])([F:20])[F:21])=[CH:9][C:3]=1[C:4]([O:6][CH2:7][CH3:8])=[O:5], predict the reactants needed to synthesize it. The reactants are: [NH2:1][C:2]1[CH:12]=[C:11]([CH:13]([OH:16])CO)[C:10]([O:17][C:18]([F:21])([F:20])[F:19])=[CH:9][C:3]=1[C:4]([O:6][CH2:7][CH3:8])=[O:5].NC1C=C(C=O)C(C(F)(F)F)=CC=1C(OCC)=O. (2) Given the product [Cl:1][C:2]1[CH:3]=[C:4]([C:16]([NH:19][CH2:20][C:21]2[C:22](=[O:31])[NH:23][C:24]([CH3:30])=[CH:25][C:26]=2[CH2:27][CH2:28][CH3:29])=[O:18])[C:5]2[CH:6]=[N:7][N:8]([CH:11]3[CH2:12][CH2:13][CH2:14][CH2:15]3)[C:9]=2[CH:10]=1, predict the reactants needed to synthesize it. The reactants are: [Cl:1][C:2]1[CH:3]=[C:4]([C:16]([OH:18])=O)[C:5]2[CH:6]=[N:7][N:8]([CH:11]3[CH2:15][CH2:14][CH2:13][CH2:12]3)[C:9]=2[CH:10]=1.[NH2:19][CH2:20][C:21]1[C:22](=[O:31])[NH:23][C:24]([CH3:30])=[CH:25][C:26]=1[CH2:27][CH2:28][CH3:29].